Task: Predict the product of the given reaction.. Dataset: Forward reaction prediction with 1.9M reactions from USPTO patents (1976-2016) (1) Given the reactants Br[C:2]1[CH:7]=[CH:6][C:5]([C:8]([NH:11][C:12](=[O:18])[O:13][C:14]([CH3:17])([CH3:16])[CH3:15])([CH3:10])[CH3:9])=[CH:4][CH:3]=1.[B:19]1([B:19]2[O:23][C:22]([CH3:25])([CH3:24])[C:21]([CH3:27])([CH3:26])[O:20]2)[O:23][C:22]([CH3:25])([CH3:24])[C:21]([CH3:27])([CH3:26])[O:20]1.C([O-])(=O)C.[K+], predict the reaction product. The product is: [CH3:26][C:21]1([CH3:27])[C:22]([CH3:25])([CH3:24])[O:23][B:19]([C:2]2[CH:7]=[CH:6][C:5]([C:8]([NH:11][C:12](=[O:18])[O:13][C:14]([CH3:17])([CH3:16])[CH3:15])([CH3:10])[CH3:9])=[CH:4][CH:3]=2)[O:20]1. (2) Given the reactants [NH:1]([C:3](=[O:15])[CH2:4][N:5]1[CH:9]=[C:8]([C:10]([O:12][CH2:13][CH3:14])=[O:11])[CH:7]=[N:6]1)[NH2:2].C(N(CC)CC)C.[F:23][C:24]([F:35])([F:34])[C:25]1[CH:26]=[C:27]([CH:31]=[CH:32][CH:33]=1)[C:28](Cl)=[O:29], predict the reaction product. The product is: [O:15]=[C:3]([NH:1][NH:2][C:28]([C:27]1[CH:31]=[CH:32][CH:33]=[C:25]([C:24]([F:23])([F:34])[F:35])[CH:26]=1)=[O:29])[CH2:4][N:5]1[CH:9]=[C:8]([C:10]([O:12][CH2:13][CH3:14])=[O:11])[CH:7]=[N:6]1.